Dataset: Forward reaction prediction with 1.9M reactions from USPTO patents (1976-2016). Task: Predict the product of the given reaction. (1) Given the reactants [CH2:1]([C:3]1[CH:19]=[CH:18][C:6]([CH2:7][NH:8][C:9]2[CH:17]=[CH:16][C:12]3[N:13]=[CH:14][NH:15][C:11]=3[CH:10]=2)=[CH:5][CH:4]=1)[CH3:2].[CH3:20][S:21][C:22]1[CH:29]=[CH:28][C:25]([CH2:26]Br)=[CH:24][CH:23]=1.C([O-])([O-])=O.[K+].[K+], predict the reaction product. The product is: [CH3:20][S:21][C:22]1[CH:29]=[CH:28][C:25]([CH2:26][N:8]([CH2:7][C:6]2[CH:18]=[CH:19][C:3]([CH2:1][CH3:2])=[CH:4][CH:5]=2)[C:9]2[CH:17]=[CH:16][C:12]3[NH:13][CH:14]=[N:15][C:11]=3[CH:10]=2)=[CH:24][CH:23]=1. (2) Given the reactants [NH2:1][C:2]1[C:3]([O:8][C:9]2[CH:18]=[CH:17][CH:16]=[CH:15][C:10]=2[C:11]([O:13]C)=[O:12])=[N:4][CH:5]=[CH:6][CH:7]=1.[Cl:19][C:20]1[CH:25]=[CH:24][C:23]([S:26](Cl)(=[O:28])=[O:27])=[CH:22][CH:21]=1, predict the reaction product. The product is: [Cl:19][C:20]1[CH:25]=[CH:24][C:23]([S:26]([NH:1][C:2]2[C:3]([O:8][C:9]3[CH:18]=[CH:17][CH:16]=[CH:15][C:10]=3[C:11]([OH:13])=[O:12])=[N:4][CH:5]=[CH:6][CH:7]=2)(=[O:28])=[O:27])=[CH:22][CH:21]=1. (3) Given the reactants [Cl:1][C:2]1[C:3]([C:9]([OH:11])=O)=[N:4][C:5]([Cl:8])=[CH:6][CH:7]=1.[CH3:12][N:13]1[CH:17]=[CH:16][C:15]([NH2:18])=[N:14]1.Cl.CN(C)CCCN=C=NCC, predict the reaction product. The product is: [Cl:1][C:2]1[C:3]([C:9]([NH:18][C:15]2[CH:16]=[CH:17][N:13]([CH3:12])[N:14]=2)=[O:11])=[N:4][C:5]([Cl:8])=[CH:6][CH:7]=1.